Dataset: Full USPTO retrosynthesis dataset with 1.9M reactions from patents (1976-2016). Task: Predict the reactants needed to synthesize the given product. (1) Given the product [NH2:18][C:16]1[CH:15]=[CH:14][CH:13]=[C:12]2[C:17]=1[C:9]([S:8][C:5]1[CH:6]=[CH:7][C:2]([Cl:1])=[CH:3][CH:4]=1)=[C:10]([CH3:27])[N:11]2[CH2:21][C:22]([O:24][CH2:25][CH3:26])=[O:23], predict the reactants needed to synthesize it. The reactants are: [Cl:1][C:2]1[CH:7]=[CH:6][C:5]([S:8][C:9]2[C:17]3[C:12](=[CH:13][CH:14]=[CH:15][C:16]=3[N+:18]([O-])=O)[N:11]([CH2:21][C:22]([O:24][CH2:25][CH3:26])=[O:23])[C:10]=2[CH3:27])=[CH:4][CH:3]=1.[H][H]. (2) Given the product [N:9]1([C:7]2[CH:6]=[CH:5][N:4]=[C:3]([NH:34][CH:28]3[CH2:33][CH2:32][CH2:31][CH2:30][CH2:29]3)[N:8]=2)[C:13]2[CH:14]=[CH:15][CH:16]=[CH:17][C:12]=2[N:11]=[N:10]1, predict the reactants needed to synthesize it. The reactants are: CS[C:3]1[N:8]=[C:7]([N:9]2[C:13]3[CH:14]=[CH:15][CH:16]=[CH:17][C:12]=3[N:11]=[N:10]2)[CH:6]=[CH:5][N:4]=1.ClNC(=O)CCC(N)=O.O.[CH:28]1([NH2:34])[CH2:33][CH2:32][CH2:31][CH2:30][CH2:29]1. (3) Given the product [CH2:40]([O:39][C:37]([NH:1][C:2]1[CH:3]=[CH:4][C:5]([CH2:6][N:7]2[C:16]3[C:11](=[C:12]([CH2:19][CH:20]4[S:24][C:23](=[O:25])[NH:22][C:21]4=[O:26])[CH:13]=[CH:14][C:15]=3[O:17][CH3:18])[CH2:10][CH2:9][C:8]2=[O:27])=[CH:28][CH:29]=1)=[O:38])[CH2:41][CH2:42][CH2:43][CH3:44], predict the reactants needed to synthesize it. The reactants are: [NH2:1][C:2]1[CH:29]=[CH:28][C:5]([CH2:6][N:7]2[C:16]3[C:11](=[C:12]([CH2:19][CH:20]4[S:24][C:23](=[O:25])[NH:22][C:21]4=[O:26])[CH:13]=[CH:14][C:15]=3[O:17][CH3:18])[CH2:10][CH2:9][C:8]2=[O:27])=[CH:4][CH:3]=1.N1C=CC=CC=1.Cl[C:37]([O:39][CH2:40][CH2:41][CH2:42][CH2:43][CH3:44])=[O:38].Cl. (4) Given the product [Cl:13][CH2:8][C:5]1[O:6][CH:7]=[C:2]([OH:1])[C:3](=[O:10])[CH:4]=1, predict the reactants needed to synthesize it. The reactants are: [OH:1][C:2]1[C:3](=[O:10])[CH:4]=[C:5]([CH2:8]O)[O:6][CH:7]=1.O=S(Cl)[Cl:13]. (5) Given the product [NH:1]([C:13]([O:15][C:16]([CH3:19])([CH3:18])[CH3:17])=[O:14])[C@@H:2]([C:10]([N:35]1[CH2:43][CH2:42][CH2:41][C@H:36]1[C:37]([O:39][CH3:40])=[O:38])=[O:12])[CH2:3][C:4]1[CH:5]=[CH:6][CH:7]=[CH:8][CH:9]=1, predict the reactants needed to synthesize it. The reactants are: [NH:1]([C:13]([O:15][C:16]([CH3:19])([CH3:18])[CH3:17])=[O:14])[C@@H:2]([C:10]([OH:12])=O)[CH2:3][C:4]1[CH:9]=[CH:8][CH:7]=[CH:6][CH:5]=1.C1(N=C=NC2CCCCC2)CCCCC1.[NH:35]1[CH2:43][CH2:42][CH2:41][C@H:36]1[C:37]([O:39][CH3:40])=[O:38].Cl.C(N1CCOCC1)C.